This data is from Catalyst prediction with 721,799 reactions and 888 catalyst types from USPTO. The task is: Predict which catalyst facilitates the given reaction. (1) The catalyst class is: 423. Reactant: Br[C:2]1[N:7]=[C:6]([NH:8][C:9]([C:11]2([C:14]3[CH:24]=[CH:23][C:17]4[O:18][C:19]([F:22])([F:21])[O:20][C:16]=4[CH:15]=3)[CH2:13][CH2:12]2)=[O:10])[CH:5]=[CH:4][CH:3]=1.[CH3:25][O:26][C:27]1[C:32](B(O)O)=[CH:31][CH:30]=[CH:29][N:28]=1.C(=O)([O-])[O-].[Na+].[Na+]. Product: [F:21][C:19]1([F:22])[O:18][C:17]2[CH:23]=[CH:24][C:14]([C:11]3([C:9]([NH:8][C:6]4[N:7]=[C:2]([C:32]5[C:27]([O:26][CH3:25])=[N:28][CH:29]=[CH:30][CH:31]=5)[CH:3]=[CH:4][CH:5]=4)=[O:10])[CH2:13][CH2:12]3)=[CH:15][C:16]=2[O:20]1. (2) Reactant: C1(S(O[C:11]2[CH:16]=[C:15]([CH3:17])[CH:14]=[C:13]([CH3:18])[CH:12]=2)(=O)=O)C=CC=CC=1.[NH2:19][C:20]1[CH:21]=[C:22]2[C:26](=[CH:27][CH:28]=1)[NH:25][CH:24]=[CH:23]2.CCCCCC. Product: [CH3:17][C:15]1[CH:16]=[C:11]([NH:19][C:20]2[CH:21]=[C:22]3[C:26](=[CH:27][CH:28]=2)[NH:25][CH:24]=[CH:23]3)[CH:12]=[C:13]([CH3:18])[CH:14]=1. The catalyst class is: 13.